This data is from Forward reaction prediction with 1.9M reactions from USPTO patents (1976-2016). The task is: Predict the product of the given reaction. The product is: [CH:5]1[C:4]([C:5]([OH:7])=[O:6])=[CH:2][O:3][C:2](=[O:3])[CH:4]=1. Given the reactants C(O)(=O)[CH:2]([CH2:4][C:5]([OH:7])=[O:6])[OH:3], predict the reaction product.